From a dataset of Forward reaction prediction with 1.9M reactions from USPTO patents (1976-2016). Predict the product of the given reaction. (1) Given the reactants Cl[C:2]1[N:7]=[C:6]([NH:8][CH2:9][CH2:10][CH3:11])[C:5]([I:12])=[CH:4][N:3]=1.[F:13][C:14]1[CH:15]=[C:16]([CH:18]=[CH:19][CH:20]=1)[NH2:17].[C@]12(CS(O)(=O)=O)C(C)(C)C(CC1)CC2=O.C(=O)([O-])O.[Na+], predict the reaction product. The product is: [F:13][C:14]1[CH:15]=[C:16]([NH:17][C:2]2[N:7]=[C:6]([NH:8][CH2:9][CH2:10][CH3:11])[C:5]([I:12])=[CH:4][N:3]=2)[CH:18]=[CH:19][CH:20]=1. (2) Given the reactants IC.[F:3][C:4]([F:9])([F:8])[C:5]([OH:7])=[O:6].[CH3:10][CH:11]([C:13]1[N:17]=[C:16]([N:18]2[CH2:23][CH2:22][CH:21]([CH2:24][O:25][C:26]3[CH:31]=[CH:30][C:29]([C:32]4[CH:37]=[CH:36][C:35]([S:38]([NH:41][CH2:42][CH2:43][N:44]5[CH2:49][CH2:48][O:47][CH2:46][CH2:45]5)(=[O:40])=[O:39])=[CH:34][CH:33]=4)=[CH:28][CH:27]=3)[CH2:20][CH2:19]2)[O:15][N:14]=1)[CH3:12].[OH-].[K+], predict the reaction product. The product is: [C:5]([OH:7])([C:4]([F:9])([F:8])[F:3])=[O:6].[F:3][C:4]([F:9])([F:8])[C:5]([OH:7])=[O:6].[CH3:4][N:41]([CH2:42][CH2:43][N:44]1[CH2:45][CH2:46][O:47][CH2:48][CH2:49]1)[S:38]([C:35]1[CH:36]=[CH:37][C:32]([C:29]2[CH:30]=[CH:31][C:26]([O:25][CH2:24][CH:21]3[CH2:20][CH2:19][N:18]([C:16]4[O:15][N:14]=[C:13]([CH:11]([CH3:10])[CH3:12])[N:17]=4)[CH2:23][CH2:22]3)=[CH:27][CH:28]=2)=[CH:33][CH:34]=1)(=[O:40])=[O:39]. (3) Given the reactants [CH3:1][C:2]1[CH:7]=[C:6]([C:8](=O)[CH2:9][C@@H:10]([C:18]2[CH:23]=[CH:22][C:21]([N:24]3[CH2:29][CH2:28][CH:27]([C:30]([OH:32])=[O:31])[CH2:26][CH2:25]3)=[CH:20][CH:19]=2)[C:11]2[CH:16]=[CH:15][CH:14]=[CH:13][C:12]=2[CH3:17])[CH:5]=[CH:4][N:3]=1.Cl.[NH2:35][OH:36].C(=O)([O-])O.[Na+], predict the reaction product. The product is: [OH:36]/[N:35]=[C:8](/[C:6]1[CH:5]=[CH:4][N:3]=[C:2]([CH3:1])[CH:7]=1)\[CH2:9][C@@H:10]([C:18]1[CH:19]=[CH:20][C:21]([N:24]2[CH2:25][CH2:26][CH:27]([C:30]([OH:32])=[O:31])[CH2:28][CH2:29]2)=[CH:22][CH:23]=1)[C:11]1[CH:16]=[CH:15][CH:14]=[CH:13][C:12]=1[CH3:17]. (4) Given the reactants C([Si](C)(C)[N:6]1[C:14]2[C:9](=[CH:10][CH:11]=[C:12]([Cl:15])[CH:13]=2)[CH:8]=[CH:7]1)(C)(C)C.Cl[C:19]1[CH:24]=[CH:23][N:22]=[C:21]([NH:25][CH:26]2[CH2:31][C:30]([CH3:33])([CH3:32])[NH:29][C:28]([CH3:35])([CH3:34])[CH2:27]2)[N:20]=1.CCCC[N+](CCCC)(CCCC)CCCC.[F-], predict the reaction product. The product is: [Cl:15][C:12]1[CH:13]=[C:14]2[C:9]([C:8]([C:23]3[CH:24]=[CH:19][N:20]=[C:21]([NH:25][CH:26]4[CH2:31][C:30]([CH3:33])([CH3:32])[NH:29][C:28]([CH3:35])([CH3:34])[CH2:27]4)[N:22]=3)=[CH:7][NH:6]2)=[CH:10][CH:11]=1. (5) The product is: [Br-:8].[CH2:13]([O:12][C:10](=[O:11])[CH2:9][N+:2]1([CH3:1])[CH2:7][CH2:6][O:5][CH2:4][CH2:3]1)[CH3:14]. Given the reactants [CH3:1][N:2]1[CH2:7][CH2:6][O:5][CH2:4][CH2:3]1.[Br:8][CH2:9][C:10]([O:12][CH2:13][CH3:14])=[O:11], predict the reaction product. (6) Given the reactants [CH3:1][O:2][C:3](=[O:21])[C:4]1[CH:9]=[CH:8][C:7]([O:10][C:11]2[C:16]([CH3:17])=[CH:15][C:14]([N+:18]([O-])=O)=[CH:13][N:12]=2)=[CH:6][CH:5]=1.C(O)(=O)C, predict the reaction product. The product is: [NH2:18][C:14]1[CH:15]=[C:16]([CH3:17])[C:11]([O:10][C:7]2[CH:6]=[CH:5][C:4]([C:3]([O:2][CH3:1])=[O:21])=[CH:9][CH:8]=2)=[N:12][CH:13]=1.